Dataset: Reaction yield outcomes from USPTO patents with 853,638 reactions. Task: Predict the reaction yield, written as a fraction of the theoretical maximum amount of product (1.0 means a 100% yield; for example, 0.34 means a 34% yield). (1) The reactants are [Cl:1][C:2]1[CH:7]=[CH:6][C:5]([NH:8][C:9]([CH:11]2[CH2:16][C:15](=[O:17])[CH2:14][NH:13][CH2:12]2)=[O:10])=[CH:4][CH:3]=1.Cl.[O:19]1[CH:23]=[CH:22][CH:21]=[C:20]1[C:24]1[CH:25]=[C:26]([CH:30]=[CH:31][CH:32]=1)[C:27](O)=[O:28].C(N(C(C)C)CC)(C)C.Cl.CN(C)CCCN=C=NCC. The catalyst is C1COCC1.CN(C)C1C=CN=CC=1.ClCCl. The product is [Cl:1][C:2]1[CH:7]=[CH:6][C:5]([NH:8][C:9]([CH:11]2[CH2:16][C:15](=[O:17])[CH2:14][N:13]([C:27](=[O:28])[C:26]3[CH:30]=[CH:31][CH:32]=[C:24]([C:20]4[O:19][CH:23]=[CH:22][CH:21]=4)[CH:25]=3)[CH2:12]2)=[O:10])=[CH:4][CH:3]=1. The yield is 0.100. (2) The reactants are [CH3:1][O:2][C:3]1[CH:4]=[C:5]([C:15]([CH3:20])([CH3:19])[C:16]([OH:18])=O)[CH:6]=[CH:7][C:8]=1[C:9]1[C:13]([CH3:14])=[CH:12][S:11][CH:10]=1.C1C=CC2N(O)N=NC=2C=1.C(Cl)CCl.[CH2:35]([NH2:39])[CH:36]([CH3:38])[CH3:37]. The catalyst is CN(C=O)C. The product is [CH2:35]([NH:39][C:16](=[O:18])[C:15]([C:5]1[CH:6]=[CH:7][C:8]([C:9]2[C:13]([CH3:14])=[CH:12][S:11][CH:10]=2)=[C:3]([O:2][CH3:1])[CH:4]=1)([CH3:20])[CH3:19])[CH:36]([CH3:38])[CH3:37]. The yield is 0.370.